The task is: Predict the product of the given reaction.. This data is from Forward reaction prediction with 1.9M reactions from USPTO patents (1976-2016). (1) Given the reactants [F:1][C:2]1[CH:3]=[C:4](/[CH:8]=[CH:9]/[C:10](O)=[O:11])[CH:5]=[CH:6][CH:7]=1.S(Cl)(Cl)=O, predict the reaction product. The product is: [F:1][C:2]1[CH:3]=[C:4](/[CH:8]=[CH:9]/[CH:10]=[O:11])[CH:5]=[CH:6][CH:7]=1. (2) Given the reactants [CH3:1][CH:2]([O:4][C:5]([C:7]1[C:8]([N:13]2[CH2:18][CH2:17][NH:16][CH2:15][CH2:14]2)=[N:9][CH:10]=[CH:11][CH:12]=1)=[O:6])[CH3:3].[N+](C1C=CC(C[N:16]2[CH2:15][CH2:14][N:13]([C:8]3[C:7]([C:5]([O:4][CH:2]([CH3:1])[CH3:3])=[O:6])=[CH:12][CH:11]=[CH:10][N:9]=3)[CH2:18][CH2:17]2)=CC=1)([O-])=O.[CH:47]([C:49]1[CH:57]=[CH:56][C:52]([C:53]([OH:55])=[O:54])=[CH:51][CH:50]=1)=O, predict the reaction product. The product is: [CH3:3][CH:2]([O:4][C:5]([C:7]1[C:8]([N:13]2[CH2:14][CH2:15][N:16]([CH2:47][C:49]3[CH:57]=[CH:56][C:52]([C:53]([OH:55])=[O:54])=[CH:51][CH:50]=3)[CH2:17][CH2:18]2)=[N:9][CH:10]=[CH:11][CH:12]=1)=[O:6])[CH3:1].